Dataset: Full USPTO retrosynthesis dataset with 1.9M reactions from patents (1976-2016). Task: Predict the reactants needed to synthesize the given product. (1) Given the product [F:13][C:14]1[CH:19]=[CH:18][C:17]([CH:20]([C:24]2[CH:25]=[CH:26][C:27]([F:30])=[CH:28][CH:29]=2)[N:21]([O:22][CH3:23])[C:8](=[O:9])[CH:7]=[C:5]2[C:4](=[O:11])[O:3][C:2]([CH3:12])([CH3:1])[O:6]2)=[CH:16][CH:15]=1, predict the reactants needed to synthesize it. The reactants are: [CH3:1][C:2]1([CH3:12])[O:6][C:5](=[CH:7][C:8](Cl)=[O:9])[C:4](=[O:11])[O:3]1.[F:13][C:14]1[CH:19]=[CH:18][C:17]([CH:20]([C:24]2[CH:29]=[CH:28][C:27]([F:30])=[CH:26][CH:25]=2)[NH:21][O:22][CH3:23])=[CH:16][CH:15]=1. (2) Given the product [CH2:7]([O:6][C:4]([C:1]1([C:9]([OH:11])=[O:10])[CH2:2][CH2:3]1)=[O:5])[CH3:8], predict the reactants needed to synthesize it. The reactants are: [C:1]1([C:9]([O:11]CC)=[O:10])([C:4]([O:6][CH2:7][CH3:8])=[O:5])[CH2:3][CH2:2]1.C(O)C. (3) The reactants are: [CH3:1][C:2]1([CH3:9])[O:6][C@H:5]([CH2:7][OH:8])[CH2:4][O:3]1.Cl[C:11]1[CH:16]=[CH:15][N:14]=[C:13]([NH2:17])[CH:12]=1.[Na]. Given the product [CH3:1][C:2]1([CH3:9])[O:6][C@H:5]([CH2:7][O:8][C:11]2[CH:16]=[CH:15][N:14]=[C:13]([NH2:17])[CH:12]=2)[CH2:4][O:3]1, predict the reactants needed to synthesize it. (4) Given the product [CH3:11][C:8]12[CH2:7][C:6]3([CH2:13][N:14]4[C:18]([CH3:23])=[CH:17][CH:16]=[N:15]4)[CH2:12][C:2]([CH3:1])([CH2:3][C:4]([O:19][CH2:20][CH2:21][OH:22])([CH2:5]3)[CH2:10]1)[CH2:9]2, predict the reactants needed to synthesize it. The reactants are: [CH3:1][C:2]12[CH2:12][C:6]3([CH2:13][N:14]4[CH:18]=[CH:17][CH:16]=[N:15]4)[CH2:7][C:8]([CH3:11])([CH2:10][C:4]([O:19][CH2:20][CH2:21][OH:22])([CH2:5]3)[CH2:3]1)[CH2:9]2.[CH2:23]([Li])CCC.IC. (5) Given the product [Cl:7][C:6]1[S:5][C:4]([CH3:8])=[C:3]([C:9](=[O:15])[C:10]([O:12][CH3:13])=[O:11])[C:2]=1[C:25]1[CH2:30][CH2:29][C:28]([CH3:32])([CH3:31])[CH2:27][CH:26]=1, predict the reactants needed to synthesize it. The reactants are: Br[C:2]1[C:3]([C:9](=[O:15])[C:10]([O:12][CH2:13]C)=[O:11])=[C:4]([CH3:8])[S:5][C:6]=1[Cl:7].B1([C:25]2[CH2:30][CH2:29][C:28]([CH3:32])([CH3:31])[CH2:27][CH:26]=2)OC(C)(C)C(C)(C)O1.C(=O)([O-])[O-].[K+].[K+].C[Si](C=[N+]=[N-])(C)C. (6) Given the product [CH3:10][C:8]1[CH:9]=[C:4]([C:2]2[O:3][C:23](=[O:24])[C:22]3[CH:21]=[N:20][CH:19]=[CH:18][C:17]=3[N:16]=2)[CH:5]=[C:6]([CH3:15])[C:7]=1[O:11][C:12](=[O:14])[CH3:13], predict the reactants needed to synthesize it. The reactants are: Cl[C:2]([C:4]1[CH:9]=[C:8]([CH3:10])[C:7]([O:11][C:12](=[O:14])[CH3:13])=[C:6]([CH3:15])[CH:5]=1)=[O:3].[NH2:16][C:17]1[C:22]([C:23](O)=[O:24])=[CH:21][N:20]=[CH:19][CH:18]=1.N1C=CC=CC=1. (7) Given the product [N:10]1([C:7]2[CH:8]=[CH:9][C:4]([NH2:1])=[C:5]([C:15]([F:16])([F:17])[F:18])[CH:6]=2)[CH2:14][CH2:13][CH2:12][CH2:11]1, predict the reactants needed to synthesize it. The reactants are: [N+:1]([C:4]1[CH:9]=[CH:8][C:7]([N:10]2[CH2:14][CH2:13][CH2:12][CH2:11]2)=[CH:6][C:5]=1[C:15]([F:18])([F:17])[F:16])([O-])=O.